This data is from Forward reaction prediction with 1.9M reactions from USPTO patents (1976-2016). The task is: Predict the product of the given reaction. (1) Given the reactants [NH2:1][C:2]1[C:3]2[S:11][CH:10]=[C:9]([C:12]3[CH:13]=[C:14]([CH:19]=[CH:20][CH:21]=3)[C:15]([NH:17][CH3:18])=[O:16])[C:4]=2[N:5]=[C:6](Cl)[N:7]=1.[OH-].[Na+].[CH2:24]([N:26]1[CH2:31][CH2:30][N:29]([C:32]2[N:37]=[CH:36][C:35]([NH2:38])=[CH:34][CH:33]=2)[CH2:28][CH2:27]1)[CH3:25].CC(C1C=C(C(C)C)C(C2C=CC=CC=2P(C2CCCCC2)C2CCCCC2)=C(C(C)C)C=1)C, predict the reaction product. The product is: [NH2:1][C:2]1[C:3]2[S:11][CH:10]=[C:9]([C:12]3[CH:13]=[C:14]([CH:19]=[CH:20][CH:21]=3)[C:15]([NH:17][CH3:18])=[O:16])[C:4]=2[N:5]=[C:6]([NH:38][C:35]2[CH:36]=[N:37][C:32]([N:29]3[CH2:30][CH2:31][N:26]([CH2:24][CH3:25])[CH2:27][CH2:28]3)=[CH:33][CH:34]=2)[N:7]=1. (2) Given the reactants [Br:1][C:2]1[CH:19]=[CH:18][C:5]([CH2:6][O:7][C:8]2[C:9]([CH2:15][CH2:16][NH2:17])=[N:10][C:11]([CH3:14])=[CH:12][CH:13]=2)=[CH:4][CH:3]=1.[CH:20]([C:22]1[CH:31]=[CH:30][C:25]([C:26]([O:28][CH3:29])=[O:27])=[CH:24][CH:23]=1)=O.[BH4-].[Na+].O, predict the reaction product. The product is: [Br:1][C:2]1[CH:19]=[CH:18][C:5]([CH2:6][O:7][C:8]2[C:9]([CH2:15][CH2:16][NH:17][CH2:20][C:22]3[CH:31]=[CH:30][C:25]([C:26]([O:28][CH3:29])=[O:27])=[CH:24][CH:23]=3)=[N:10][C:11]([CH3:14])=[CH:12][CH:13]=2)=[CH:4][CH:3]=1. (3) Given the reactants [C:1]([OH:9])(=O)/[C:2](=[C:4](\[CH:6]=O)/[Br:5])/[Br:3].Cl.[F:11][C:12]1[CH:13]=[C:14]([NH:19][NH2:20])[CH:15]=[C:16]([F:18])[CH:17]=1.C(N(CC)CC)C, predict the reaction product. The product is: [Br:3][C:2]1[C:1](=[O:9])[N:19]([C:14]2[CH:13]=[C:12]([F:11])[CH:17]=[C:16]([F:18])[CH:15]=2)[N:20]=[CH:6][C:4]=1[Br:5]. (4) Given the reactants [CH3:1][N:2]1[CH2:7][CH2:6][N:5]([CH2:8][CH2:9][N:10]([C:15]2[CH:16]=[C:17]([CH:22]=[CH:23][C:24]=2[C:25]([F:28])([F:27])[F:26])[C:18]([O:20]C)=[O:19])[S:11]([CH3:14])(=[O:13])=[O:12])[CH2:4][CH2:3]1.[ClH:29], predict the reaction product. The product is: [ClH:29].[CH3:1][N:2]1[CH2:7][CH2:6][N:5]([CH2:8][CH2:9][N:10]([C:15]2[CH:16]=[C:17]([CH:22]=[CH:23][C:24]=2[C:25]([F:28])([F:26])[F:27])[C:18]([OH:20])=[O:19])[S:11]([CH3:14])(=[O:13])=[O:12])[CH2:4][CH2:3]1. (5) Given the reactants Br[CH2:2][C:3]1[N:4]=[C:5]2[C:10]([C:11]([F:14])([F:13])[F:12])=[CH:9][CH:8]=[CH:7][N:6]2[C:15]=1[C:16]1[CH:21]=[CH:20][CH:19]=[C:18]([O:22][C:23]2[CH:28]=[CH:27][CH:26]=[C:25]([S:29]([CH3:32])(=[O:31])=[O:30])[CH:24]=2)[CH:17]=1.[NH:33]1[CH2:38][CH2:37][CH2:36][CH2:35][CH2:34]1, predict the reaction product. The product is: [CH3:32][S:29]([C:25]1[CH:24]=[C:23]([CH:28]=[CH:27][CH:26]=1)[O:22][C:18]1[CH:17]=[C:16]([C:15]2[N:6]3[CH:7]=[CH:8][CH:9]=[C:10]([C:11]([F:14])([F:13])[F:12])[C:5]3=[N:4][C:3]=2[CH2:2][N:33]2[CH2:38][CH2:37][CH2:36][CH2:35][CH2:34]2)[CH:21]=[CH:20][CH:19]=1)(=[O:31])=[O:30]. (6) Given the reactants [Br:1][C:2]1[CH:3]=[C:4]([CH:13]=[CH:14][CH:15]=1)[C:5]([C:7]1[CH:12]=[CH:11][CH:10]=[CH:9][CH:8]=1)=O.C(OP([CH2:24][C:25]1[C:26]2[C:31]([C:32]([CH2:39]P(OCC)(OCC)=O)=[C:33]3[C:38]=1[CH:37]=[CH:36][CH:35]=[CH:34]3)=[CH:30][CH:29]=[CH:28][CH:27]=2)(OCC)=O)C.[C:48](O[K])([CH3:51])([CH3:50])C.S(=O)(=O)(O)O, predict the reaction product. The product is: [Br:1][C:2]1[CH:3]=[C:4]([C:5]([C:7]2[CH:12]=[CH:11][CH:10]=[CH:9][CH:8]=2)=[CH:24][C:25]2[C:26]3[C:27]([C:28]([CH:29]=[C:30]([C:31]4[CH:10]=[CH:9][CH:8]=[CH:39][CH:32]=4)[C:50]4[CH:48]=[CH:51][CH:3]=[C:2]([Br:1])[CH:15]=4)=[C:37]4[C:38]=2[CH:33]=[CH:34][CH:35]=[CH:36]4)=[CH:13][CH:4]=[CH:5][CH:7]=3)[CH:13]=[CH:14][CH:15]=1.